Dataset: Full USPTO retrosynthesis dataset with 1.9M reactions from patents (1976-2016). Task: Predict the reactants needed to synthesize the given product. (1) Given the product [NH2:24][C:15]1[CH:14]=[C:13]([O:12][CH2:5][C:6]2[CH:11]=[CH:10][CH:9]=[CH:8][CH:7]=2)[C:18]([O:19][CH3:20])=[CH:17][C:16]=1[C:21](=[O:23])[CH3:22], predict the reactants needed to synthesize it. The reactants are: C([O-])=O.[NH4+].[CH2:5]([O:12][C:13]1[C:18]([O:19][CH3:20])=[CH:17][C:16]([C:21](=[O:23])[CH3:22])=[C:15]([N+:24]([O-])=O)[CH:14]=1)[C:6]1[CH:11]=[CH:10][CH:9]=[CH:8][CH:7]=1.C1(C)C=CC=CC=1. (2) The reactants are: [CH2:1]([O:3][C:4](=[O:18])[CH2:5][C:6]1[C:15]2[C:10](=[CH:11][CH:12]=[C:13]([OH:16])[CH:14]=2)[CH:9]=[CH:8][C:7]=1[Cl:17])[CH3:2].[F:19][C:20]([F:33])([F:32])[S:21](O[S:21]([C:20]([F:33])([F:32])[F:19])(=[O:23])=[O:22])(=[O:23])=[O:22]. Given the product [CH2:1]([O:3][C:4](=[O:18])[CH2:5][C:6]1[C:15]2[C:10](=[CH:11][CH:12]=[C:13]([O:16][S:21]([C:20]([F:33])([F:32])[F:19])(=[O:23])=[O:22])[CH:14]=2)[CH:9]=[CH:8][C:7]=1[Cl:17])[CH3:2], predict the reactants needed to synthesize it. (3) The reactants are: Br[CH2:2][C:3]1[CH:8]=[CH:7][C:6]([O:9][CH2:10][CH3:11])=[CH:5][C:4]=1[N+:12]([O-:14])=[O:13].C[N+]1([O-])CC[O:19]CC1. Given the product [CH2:10]([O:9][C:6]1[CH:7]=[CH:8][C:3]([CH:2]=[O:19])=[C:4]([N+:12]([O-:14])=[O:13])[CH:5]=1)[CH3:11], predict the reactants needed to synthesize it. (4) Given the product [Cl:1][C:2]1[C:3]2[N:4]([C:23]([CH2:24][CH:25]3[CH2:27][CH2:26]3)=[N:22][N:21]=2)[N:5]=[CH:6][C:7]=1[N:8]1[CH2:13][CH2:12][CH:11]([C:14]2[CH:19]=[CH:18][CH:17]=[CH:16][C:15]=2[Cl:20])[CH2:10][CH2:9]1, predict the reactants needed to synthesize it. The reactants are: [Cl:1][C:2]1[C:7]([N:8]2[CH2:13][CH2:12][CH:11]([C:14]3[CH:19]=[CH:18][CH:17]=[CH:16][C:15]=3[Cl:20])[CH2:10][CH2:9]2)=[CH:6][N:5]=[N:4][C:3]=1[NH:21][NH:22][C:23](=O)[CH2:24][CH:25]1[CH2:27][CH2:26]1.P(Cl)(Cl)(Cl)=O. (5) The reactants are: C[O:2][C:3]([C:5]1[C:6](Cl)=[N:7][C:8]2[C:13]([C:14]=1[C:15]1[CH:20]=[CH:19][CH:18]=[CH:17][CH:16]=1)=[CH:12][C:11]([Cl:21])=[CH:10][C:9]=2[Cl:22])=[O:4].[CH2:24]([NH:26][CH2:27][CH3:28])[CH3:25]. Given the product [Cl:21][C:11]1[CH:12]=[C:13]2[C:8](=[C:9]([Cl:22])[CH:10]=1)[N:7]=[C:6]([N:26]([CH2:27][CH3:28])[CH2:24][CH3:25])[C:5]([C:3]([OH:2])=[O:4])=[C:14]2[C:15]1[CH:20]=[CH:19][CH:18]=[CH:17][CH:16]=1, predict the reactants needed to synthesize it. (6) Given the product [OH:8][C:9]1[CH:18]=[C:17]2[C:12]([CH:13]=[CH:14][C:15]([C:19]([OH:21])=[O:20])=[CH:16]2)=[CH:11][CH:10]=1, predict the reactants needed to synthesize it. The reactants are: C([O:8][C:9]1[CH:18]=[C:17]2[C:12]([CH:13]=[CH:14][C:15]([C:19]([OH:21])=[O:20])=[CH:16]2)=[CH:11][CH:10]=1)C1C=CC=CC=1. (7) Given the product [C:24]([Si:21]([CH3:23])([CH3:22])[O:1][CH2:2][CH2:3][CH2:4][N:5]1[C:9](=[O:10])[C:8]2[C:7](=[CH:14][CH:13]=[CH:12][CH:11]=2)[C:6]1=[O:15])([CH3:27])([CH3:26])[CH3:25], predict the reactants needed to synthesize it. The reactants are: [OH:1][CH2:2][CH2:3][CH2:4][N:5]1[C:9](=[O:10])[C:8]2=[CH:11][CH:12]=[CH:13][CH:14]=[C:7]2[C:6]1=[O:15].N1C=CN=C1.[Si:21](Cl)([C:24]([CH3:27])([CH3:26])[CH3:25])([CH3:23])[CH3:22]. (8) Given the product [CH2:1]([N:3]([CH2:48][C:45]1[CH:44]=[CH:43][C:42]([CH:39]2[CH2:38][CH2:37][N:36]([CH3:34])[CH2:41][CH2:40]2)=[CH:47][CH:46]=1)[C:4]1[CH:9]=[C:8]([O:10][CH3:11])[CH:7]=[CH:6][C:5]=1[CH:12]1[CH2:21][CH2:20][C:19]2[CH:18]=[C:17]([OH:22])[CH:16]=[CH:15][C:14]=2[CH2:13]1)[CH3:2], predict the reactants needed to synthesize it. The reactants are: [CH2:1]([NH:3][C:4]1[CH:9]=[C:8]([O:10][CH3:11])[CH:7]=[CH:6][C:5]=1[CH:12]1[CH2:21][CH2:20][C:19]2[CH:18]=[C:17]([O:22]C(=O)C(C)(C)C)[CH:16]=[CH:15][C:14]=2[CH2:13]1)[CH3:2].C(O[C:34]([N:36]1[CH2:41][CH2:40][CH:39]([C:42]2[CH:47]=[CH:46][C:45]([C:48](O)=O)=[CH:44][CH:43]=2)[CH2:38][CH2:37]1)=O)(C)(C)C. (9) Given the product [C:1]([C:3]1[CH:4]=[CH:5][C:6]([C@@H:9]([NH:14][CH2:15][C:16]2[CH:21]=[N:20][C:19]([CH3:22])=[C:18]([OH:23])[C:17]=2[CH2:26][OH:25])[CH2:10][C:11]([OH:13])=[O:12])=[CH:7][CH:8]=1)#[N:2], predict the reactants needed to synthesize it. The reactants are: [C:1]([C:3]1[CH:8]=[CH:7][C:6]([C@@H:9]([NH:14][CH2:15][C:16]2[CH:21]=[N:20][C:19]([CH3:22])=[C:18]3[O:23]C(C)(C)[O:25][CH2:26][C:17]=23)[CH2:10][C:11]([OH:13])=[O:12])=[CH:5][CH:4]=1)#[N:2].C(O)=O.